The task is: Predict the reaction yield, written as a fraction of the theoretical maximum amount of product (1.0 means a 100% yield; for example, 0.34 means a 34% yield).. This data is from Reaction yield outcomes from USPTO patents with 853,638 reactions. The reactants are [NH:1]1[CH2:5][CH2:4][CH2:3][CH2:2]1.[F:6][C:7]1[CH:15]=[C:14]2[C:10]([C:11]([C:16]3[CH:31]=[CH:30][C:19]4[N:20]=[C:21]([CH2:23][NH:24][S:25]([CH:28]=[CH2:29])(=[O:27])=[O:26])[O:22][C:18]=4[CH:17]=3)=[CH:12][NH:13]2)=[CH:9][CH:8]=1. The catalyst is CC#N.C1COCC1. The product is [F:6][C:7]1[CH:15]=[C:14]2[C:10]([C:11]([C:16]3[CH:31]=[CH:30][C:19]4[N:20]=[C:21]([CH2:23][NH:24][S:25]([CH2:28][CH2:29][N:1]5[CH2:5][CH2:4][CH2:3][CH2:2]5)(=[O:27])=[O:26])[O:22][C:18]=4[CH:17]=3)=[CH:12][NH:13]2)=[CH:9][CH:8]=1. The yield is 0.500.